This data is from Full USPTO retrosynthesis dataset with 1.9M reactions from patents (1976-2016). The task is: Predict the reactants needed to synthesize the given product. (1) Given the product [CH2:5]([C@H:4]([NH:12][C:13](=[O:19])[O:14][C:15]([CH3:18])([CH3:17])[CH3:16])[C@H:2]([OH:1])[CH2:3][NH:26][CH:20]1[CH2:25][CH2:24][CH2:23][CH2:22][CH2:21]1)[C:6]1[CH:11]=[CH:10][CH:9]=[CH:8][CH:7]=1, predict the reactants needed to synthesize it. The reactants are: [O:1]1[CH2:3][C@@H:2]1[C@@H:4]([NH:12][C:13](=[O:19])[O:14][C:15]([CH3:18])([CH3:17])[CH3:16])[CH2:5][C:6]1[CH:11]=[CH:10][CH:9]=[CH:8][CH:7]=1.[CH:20]1([NH2:26])[CH2:25][CH2:24][CH2:23][CH2:22][CH2:21]1. (2) Given the product [Br:1][C:2]1[CH:3]=[C:4]2[C:8](=[CH:9][CH:10]=1)[NH:7][C:6](=[O:11])[C:5]2=[CH:12][C:14]1[NH:18][C:17]([CH:19]([CH3:21])[CH3:20])=[C:16]([C:22]([OH:24])=[O:23])[C:15]=1[C:25]1[CH:30]=[CH:29][CH:28]=[CH:27][CH:26]=1, predict the reactants needed to synthesize it. The reactants are: [Br:1][C:2]1[CH:3]=[C:4]2[C:8](=[CH:9][CH:10]=1)[NH:7][C:6](=[O:11])[CH2:5]2.[CH:12]([C:14]1[NH:18][C:17]([CH:19]([CH3:21])[CH3:20])=[C:16]([C:22]([OH:24])=[O:23])[C:15]=1[C:25]1[CH:30]=[CH:29][CH:28]=[CH:27][CH:26]=1)=O. (3) Given the product [CH3:23][N:18]1[C@H:19]([CH3:22])[CH2:20][CH2:21][N:16]2[C:15](=[O:25])[N:14]=[C:13]([O:11][CH2:10][C:3]3[CH:4]=[C:5]([F:9])[C:6]([F:8])=[CH:7][C:2]=3[F:1])[CH:24]=[C:17]12, predict the reactants needed to synthesize it. The reactants are: [F:1][C:2]1[CH:7]=[C:6]([F:8])[C:5]([F:9])=[CH:4][C:3]=1[CH2:10][OH:11].Cl[C:13]1[CH:24]=[C:17]2[N:18]([CH3:23])[C@H:19]([CH3:22])[CH2:20][CH2:21][N:16]2[C:15](=[O:25])[N:14]=1. (4) The reactants are: [C:1]1([C:7]#[C:8][C:9]2[CH:14]=[CH:13][C:12]([C:15]3[N:20]=[CH:19][N:18]=[C:17]([NH:21][C@H:22]([C:30]([O:32]C)=[O:31])[CH2:23][C:24]4[CH:29]=[CH:28][CH:27]=[CH:26][CH:25]=4)[CH:16]=3)=[CH:11][CH:10]=2)[CH:6]=[CH:5][CH:4]=[CH:3][CH:2]=1.[OH-].[Na+]. Given the product [C:1]1([C:7]#[C:8][C:9]2[CH:10]=[CH:11][C:12]([C:15]3[N:20]=[CH:19][N:18]=[C:17]([NH:21][C@H:22]([C:30]([OH:32])=[O:31])[CH2:23][C:24]4[CH:25]=[CH:26][CH:27]=[CH:28][CH:29]=4)[CH:16]=3)=[CH:13][CH:14]=2)[CH:6]=[CH:5][CH:4]=[CH:3][CH:2]=1, predict the reactants needed to synthesize it. (5) Given the product [OH:22][CH2:23][C:24]1[CH:25]=[CH:26][C:27]([C:28]([NH:9][CH2:10][C:11]2[NH:15][N:14]=[C:13]([C:16]3[CH:21]=[CH:20][N:19]=[CH:18][CH:17]=3)[N:12]=2)=[O:30])=[CH:31][CH:32]=1, predict the reactants needed to synthesize it. The reactants are: CC1C=CSC=1C([NH:9][CH2:10][C:11]1[NH:15][N:14]=[C:13]([C:16]2[CH:21]=[CH:20][N:19]=[CH:18][CH:17]=2)[N:12]=1)=O.[OH:22][CH2:23][C:24]1[CH:32]=[CH:31][C:27]([C:28]([OH:30])=O)=[CH:26][CH:25]=1.CC1C=CSC=1C(O)=O. (6) Given the product [C:13]([C:12]1[CH:15]=[CH:16][C:9]([C:5]2[CH:4]=[C:3]([CH:1]([CH:33]3[CH2:27][CH2:28]3)[NH:24][S:21]([CH2:19][CH3:20])(=[O:23])=[O:22])[CH:8]=[N:7][CH:6]=2)=[C:10]([O:17][CH3:18])[CH:11]=1)#[N:14], predict the reactants needed to synthesize it. The reactants are: [CH:1]([C:3]1[CH:4]=[C:5]([C:9]2[CH:16]=[CH:15][C:12]([C:13]#[N:14])=[CH:11][C:10]=2[O:17][CH3:18])[CH:6]=[N:7][CH:8]=1)=O.[CH2:19]([S:21]([NH2:24])(=[O:23])=[O:22])[CH3:20].[NH4+].[Cl-].[C:27]1([CH3:33])C=CC=C[CH:28]=1.